This data is from Full USPTO retrosynthesis dataset with 1.9M reactions from patents (1976-2016). The task is: Predict the reactants needed to synthesize the given product. (1) Given the product [O:15]1[CH:19]=[CH:18][C:17]([C:20]2[N:24]([CH3:25])[N:23]=[CH:22][C:21]=2/[CH:26]=[CH:27]/[C:28]([NH:1][C:2]2[CH:14]=[CH:13][C:5]([CH2:6][P:7](=[O:12])([O:8][CH3:9])[O:10][CH3:11])=[CH:4][CH:3]=2)=[O:29])=[CH:16]1, predict the reactants needed to synthesize it. The reactants are: [NH2:1][C:2]1[CH:14]=[CH:13][C:5]([CH2:6][P:7](=[O:12])([O:10][CH3:11])[O:8][CH3:9])=[CH:4][CH:3]=1.[O:15]1[CH:19]=[CH:18][C:17]([C:20]2[N:24]([CH3:25])[N:23]=[CH:22][C:21]=2/[CH:26]=[CH:27]/[C:28](O)=[O:29])=[CH:16]1.O.ON1C2C=CC=CC=2N=N1.Cl.C(N=C=NCCCN(C)C)C.Cl. (2) The reactants are: [Br:1][C:2]1[CH:10]=[C:9]2[C:5]([C:6]([NH:11][C:12](=O)OC3C=CC=CC=3)=[N:7][NH:8]2)=[CH:4][CH:3]=1.[H-].[Al+3].[Li+].[H-].[H-].[H-]. Given the product [Br:1][C:2]1[CH:10]=[C:9]2[C:5]([C:6]([NH:11][CH3:12])=[N:7][NH:8]2)=[CH:4][CH:3]=1, predict the reactants needed to synthesize it. (3) Given the product [CH3:1][O:2][C:3]([C:5]1[C:10]([C:11]([Cl:16])=[O:13])=[CH:9][CH:8]=[CH:7][N:6]=1)=[O:4], predict the reactants needed to synthesize it. The reactants are: [CH3:1][O:2][C:3]([C:5]1[C:10]([C:11]([OH:13])=O)=[CH:9][CH:8]=[CH:7][N:6]=1)=[O:4].S(Cl)([Cl:16])=O. (4) Given the product [C:30]([C:2]1[N:3]=[C:4]2[CH2:10][C:9]3[CH:11]=[CH:12][C:13]([O:15][CH3:16])=[CH:14][C:8]=3[C:7]([C:17]3[CH:22]=[CH:21][CH:20]=[CH:19][CH:18]=3)=[N:6][N:5]2[C:23]=1[C:24]1[CH:25]=[N:26][CH:27]=[CH:28][CH:29]=1)(=[O:32])[CH3:31], predict the reactants needed to synthesize it. The reactants are: Br[C:2]1[N:3]=[C:4]2[CH2:10][C:9]3[CH:11]=[CH:12][C:13]([O:15][CH3:16])=[CH:14][C:8]=3[C:7]([C:17]3[CH:22]=[CH:21][CH:20]=[CH:19][CH:18]=3)=[N:6][N:5]2[C:23]=1[C:24]1[CH:25]=[N:26][CH:27]=[CH:28][CH:29]=1.[CH2:30]([O:32]C([Sn](CCCC)(CCCC)CCCC)=C)[CH3:31].Cl.N. (5) Given the product [CH3:45][S:42]([C:39]1[CH:40]=[CH:41][C:36]([C:19]2[N:20]=[C:21]3[C:27]4[CH:28]=[CH:29][CH:30]=[CH:31][C:26]=4[NH:25][C:24]4[N:32]=[CH:33][CH:34]=[CH:35][C:23]=4[N:22]3[C:18]=2[C:15]2[CH:14]=[CH:13][C:12]([C:8]3([NH2:7])[CH2:11][CH2:10][CH2:9]3)=[CH:17][CH:16]=2)=[CH:37][CH:38]=1)(=[O:43])=[O:44], predict the reactants needed to synthesize it. The reactants are: C(OC(=O)[NH:7][C:8]1([C:12]2[CH:17]=[CH:16][C:15]([C:18]3[N:22]4[C:23]5[CH:35]=[CH:34][CH:33]=[N:32][C:24]=5[NH:25][C:26]5[CH:31]=[CH:30][CH:29]=[CH:28][C:27]=5[C:21]4=[N:20][C:19]=3[C:36]3[CH:41]=[CH:40][C:39]([S:42]([CH3:45])(=[O:44])=[O:43])=[CH:38][CH:37]=3)=[CH:14][CH:13]=2)[CH2:11][CH2:10][CH2:9]1)(C)(C)C.Cl.O1CCOCC1.